From a dataset of Catalyst prediction with 721,799 reactions and 888 catalyst types from USPTO. Predict which catalyst facilitates the given reaction. (1) Reactant: [C:1]1([CH2:7][CH2:8][C:9](OCC2C=CC=CC=2)=O)[CH:6]=[CH:5][CH:4]=[CH:3][CH:2]=1.[CH3:19][N:20]1[C:28]2[C:23](=[CH:24][CH:25]=[CH:26][CH:27]=2)[C:22]([CH2:29][C@H:30]([NH2:33])[CH2:31][OH:32])=[CH:21]1. Product: [CH3:19][N:20]1[C:28]2[C:23](=[CH:24][CH:25]=[CH:26][CH:27]=2)[C:22]([CH2:29][C@H:30]2[CH2:31][O:32][C:9]([CH2:8][CH2:7][C:1]3[CH:6]=[CH:5][CH:4]=[CH:3][CH:2]=3)=[N:33]2)=[CH:21]1. The catalyst class is: 159. (2) Reactant: [CH2:1]([N:3]([CH2:37][CH3:38])[CH2:4][CH2:5][CH2:6][NH:7][C:8]1[N:9]=[C:10]([C:27]2[C:28]([CH3:36])=[C:29]([CH:33]=[CH:34][CH:35]=2)[C:30](O)=[O:31])[C:11]2[CH:17]=[CH:16][C:15](=[O:18])[N:14]([C:19]3[C:24]([F:25])=[CH:23][CH:22]=[CH:21][C:20]=3[F:26])[C:12]=2[N:13]=1)[CH3:2].CN(C(O[N:47]1N=N[C:49]2[CH:50]=[CH:51][CH:52]=[CH:53][C:48]1=2)=[N+](C)C)C.F[P-](F)(F)(F)(F)F.C(N(CC)CC)C.NC1C=CC=CC=1. The catalyst class is: 3. Product: [CH2:37]([N:3]([CH2:1][CH3:2])[CH2:4][CH2:5][CH2:6][NH:7][C:8]1[N:9]=[C:10]([C:27]2[C:28]([CH3:36])=[C:29]([CH:33]=[CH:34][CH:35]=2)[C:30]([NH:47][C:48]2[CH:53]=[CH:52][CH:51]=[CH:50][CH:49]=2)=[O:31])[C:11]2[CH:17]=[CH:16][C:15](=[O:18])[N:14]([C:19]3[C:24]([F:25])=[CH:23][CH:22]=[CH:21][C:20]=3[F:26])[C:12]=2[N:13]=1)[CH3:38]. (3) The catalyst class is: 166. Reactant: [Cl:1][C:2]1[CH:7]=[CH:6][C:5]([CH:8]=[CH:9][CH2:10][NH:11][CH2:12][C:13]2[CH:18]=[CH:17][C:16]([F:19])=[C:15]([F:20])[CH:14]=2)=[CH:4][CH:3]=1.C(N(CC)CC)C.[Cl:28][C:29]1[CH:34]=[C:33]([Cl:35])[CH:32]=[CH:31][C:30]=1[CH:36]=[CH:37][CH:38]=[CH:39][C:40](Cl)=[O:41]. Product: [Cl:1][C:2]1[CH:3]=[CH:4][C:5]([CH:8]=[CH:9][CH2:10][N:11]([CH2:12][C:13]2[CH:18]=[CH:17][C:16]([F:19])=[C:15]([F:20])[CH:14]=2)[C:40](=[O:41])[CH:39]=[CH:38][CH:37]=[CH:36][C:30]2[CH:31]=[CH:32][C:33]([Cl:35])=[CH:34][C:29]=2[Cl:28])=[CH:6][CH:7]=1. (4) Reactant: CS([C:4]1[N:5]=[CH:6][C:7]2[CH2:12][N:11]([C:13]3[CH:18]=[CH:17][N:16]=[C:15]([C:19]([NH:21][C:22]4[CH:27]=[CH:26][CH:25]=[C:24]([C:28]([F:31])([F:30])[F:29])[CH:23]=4)=[O:20])[CH:14]=3)[CH2:10][C:8]=2[N:9]=1)=O.CS(C1[N:37]=CC2CN(C3C=CN=C(C(NC4C=CC=C(C(F)(F)F)C=4)=O)C=3)CC=2N=1)(=O)=O.[OH-].[NH4+]. Product: [F:29][C:28]([F:31])([F:30])[C:24]1[CH:23]=[C:22]([NH:21][C:19]([C:15]2[CH:14]=[C:13]([N:11]3[CH2:12][C:7]4[CH:6]=[N:5][C:4]([NH2:37])=[N:9][C:8]=4[CH2:10]3)[CH:18]=[CH:17][N:16]=2)=[O:20])[CH:27]=[CH:26][CH:25]=1. The catalyst class is: 12. (5) Reactant: [ClH:1].[Cl:2][CH2:3][C:4]1[C:5]([CH2:16][CH3:17])=[N:6][C:7]2[C:12]([CH:13]=1)=[CH:11][C:10]([O:14][CH3:15])=[CH:9][CH:8]=2.[CH3:18][O:19][C:20]1[CH:21]=[C:22]2[C:27](=[CH:28][C:29]=1[O:30][CH3:31])[C:26]([CH2:32][CH2:33][CH3:34])=[N:25][C:24]([OH:35])=[CH:23]2.[Li+].[OH-]. Product: [ClH:2].[ClH:1].[CH2:16]([C:5]1[C:4]([CH2:3][C:23]2[C:22]3[C:27](=[CH:28][C:29]([O:30][CH3:31])=[C:20]([O:19][CH3:18])[CH:21]=3)[C:26]([CH2:32][CH2:33][CH3:34])=[N:25][C:24]=2[OH:35])=[CH:13][C:12]2[C:7](=[CH:8][CH:9]=[C:10]([O:14][CH3:15])[CH:11]=2)[N:6]=1)[CH3:17]. The catalyst class is: 76. (6) Reactant: Cl.[F:2][C:3]([CH3:7])([CH3:6])[CH2:4][NH2:5].C(N(CC)CC)C.Cl[C:16]1[C:25]2[C:20](=[CH:21][CH:22]=[CH:23][N:24]=2)[N:19]=[CH:18][C:17]=1[N+:26]([O-:28])=[O:27].O. Product: [F:2][C:3]([CH3:7])([CH3:6])[CH2:4][NH:5][C:16]1[C:25]2[C:20](=[CH:21][CH:22]=[CH:23][N:24]=2)[N:19]=[CH:18][C:17]=1[N+:26]([O-:28])=[O:27]. The catalyst class is: 2.